From a dataset of Full USPTO retrosynthesis dataset with 1.9M reactions from patents (1976-2016). Predict the reactants needed to synthesize the given product. (1) Given the product [OH:1][C@@H:2]1[CH2:3][CH2:4][C@H:5]([C:8]([N:33]([O:34][CH3:35])[CH3:32])=[O:10])[CH2:6][CH2:7]1, predict the reactants needed to synthesize it. The reactants are: [OH:1][C@@H:2]1[CH2:7][CH2:6][C@H:5]([C:8]([OH:10])=O)[CH2:4][CH2:3]1.CCN=C=NCCCN(C)C.CCN(C(C)C)C(C)C.Cl.[CH3:32][NH:33][O:34][CH3:35]. (2) Given the product [Cl:25][C:22]1[CH:23]=[CH:24][C:19]([C:16]2[S:17][CH:18]=[C:14]([CH2:13][O:12][C:9]3[CH:10]=[CH:11][C:6]([CH2:5][C@H:4]([O:27][CH2:28][CH3:29])[C:3]([OH:30])=[O:2])=[C:7]([CH3:26])[CH:8]=3)[N:15]=2)=[CH:20][CH:21]=1, predict the reactants needed to synthesize it. The reactants are: C[O:2][C:3](=[O:30])[C@@H:4]([O:27][CH2:28][CH3:29])[CH2:5][C:6]1[CH:11]=[CH:10][C:9]([O:12][CH2:13][C:14]2[N:15]=[C:16]([C:19]3[CH:24]=[CH:23][C:22]([Cl:25])=[CH:21][CH:20]=3)[S:17][CH:18]=2)=[CH:8][C:7]=1[CH3:26].[Li+].[OH-]. (3) Given the product [CH2:17]([N:24]([C@H:29]([CH:31]1[CH2:33][CH2:32]1)[CH3:30])[C:25](=[O:28])[CH2:26][N:9]1[C:8](=[O:13])[C@:7]2([C:14]3[C:4](=[CH:3][CH:2]=[C:16]([Br:34])[CH:15]=3)[CH2:5][CH2:6]2)[O:11][C:10]1=[O:12])[C:18]1[CH:23]=[CH:22][CH:21]=[CH:20][CH:19]=1, predict the reactants needed to synthesize it. The reactants are: Br[C:2]1[CH:3]=[C:4]2[C:14](=[CH:15][CH:16]=1)[C@:7]1([O:11][C:10](=[O:12])[NH:9][C:8]1=[O:13])[CH2:6][CH2:5]2.[CH2:17]([N:24]([C@H:29]([CH:31]1[CH2:33][CH2:32]1)[CH3:30])[C:25](=[O:28])[CH2:26]Br)[C:18]1[CH:23]=[CH:22][CH:21]=[CH:20][CH:19]=1.[Br:34]CC(N(CC1C=CC(F)=CC=1)[C@@H](C)C(F)(F)F)=O. (4) Given the product [ClH:46].[CH2:21]([N:23]1[CH:27]=[C:26]([CH2:28][N:4]2[CH2:3][CH2:2][N:1]([C:7]3[C:8]([N:13]4[CH2:14][CH2:15][CH:16]([CH2:19][OH:20])[CH2:17][CH2:18]4)=[N:9][CH:10]=[CH:11][CH:12]=3)[CH2:6][CH2:5]2)[CH:25]=[N:24]1)[CH3:22], predict the reactants needed to synthesize it. The reactants are: [N:1]1([C:7]2[C:8]([N:13]3[CH2:18][CH2:17][CH:16]([CH2:19][OH:20])[CH2:15][CH2:14]3)=[N:9][CH:10]=[CH:11][CH:12]=2)[CH2:6][CH2:5][NH:4][CH2:3][CH2:2]1.[CH2:21]([N:23]1[CH:27]=[C:26]([CH:28]=O)[CH:25]=[N:24]1)[CH3:22].C(O[BH-](OC(=O)C)OC(=O)C)(=O)C.[Na+].[OH-].[Na+].[ClH:46]. (5) The reactants are: CON(C)[C:4]([C:6]1[N:11]([C:12]2[CH:17]=[CH:16][CH:15]=[CH:14][CH:13]=2)[C:10](=[O:18])[N:9]2[CH:19]=[CH:20][CH:21]=[C:8]2[CH:7]=1)=[O:5].[CH3:23][Mg]Br. Given the product [C:4]([C:6]1[N:11]([C:12]2[CH:17]=[CH:16][CH:15]=[CH:14][CH:13]=2)[C:10](=[O:18])[N:9]2[CH:19]=[CH:20][CH:21]=[C:8]2[CH:7]=1)(=[O:5])[CH3:23], predict the reactants needed to synthesize it. (6) Given the product [CH3:20][NH:21][C:14]([C:12]1[N:13]=[C:8]([CH2:7][CH:1]2[CH2:2][CH2:3][CH2:4][CH2:5][CH2:6]2)[NH:9][C:10](=[O:19])[C:11]=1[OH:18])=[O:16], predict the reactants needed to synthesize it. The reactants are: [CH:1]1([CH2:7][C:8]2[NH:9][C:10](=[O:19])[C:11]([OH:18])=[C:12]([C:14]([O:16]C)=O)[N:13]=2)[CH2:6][CH2:5][CH2:4][CH2:3][CH2:2]1.[CH3:20][NH2:21]. (7) The reactants are: CN(C=O)C.[CH3:6][O:7][C:8](=[O:24])[CH2:9][CH2:10][C:11](=[O:23])[N:12]1[C:17]2[CH:18]=[CH:19][C:20]([OH:22])=[CH:21][C:16]=2[O:15][CH2:14][CH2:13]1.[H-].[Na+].Cl[CH2:28][C:29]1[S:33][C:32]([C:34]([F:37])([F:36])[F:35])=[C:31]([C:38]2[CH:43]=[CH:42][CH:41]=[CH:40][CH:39]=2)[CH:30]=1. Given the product [CH3:6][O:7][C:8](=[O:24])[CH2:9][CH2:10][C:11](=[O:23])[N:12]1[C:17]2[CH:18]=[CH:19][C:20]([O:22][CH2:28][C:29]3[S:33][C:32]([C:34]([F:36])([F:35])[F:37])=[C:31]([C:38]4[CH:43]=[CH:42][CH:41]=[CH:40][CH:39]=4)[CH:30]=3)=[CH:21][C:16]=2[O:15][CH2:14][CH2:13]1, predict the reactants needed to synthesize it.